This data is from Full USPTO retrosynthesis dataset with 1.9M reactions from patents (1976-2016). The task is: Predict the reactants needed to synthesize the given product. (1) Given the product [CH2:15]=[C:14]([C:11]1[N:12]=[CH:13][C:8]([O:18][C@H:22]2[CH2:10][N:9]3[CH2:8][CH2:13][N:12]([C:11]([O:4][C:2]([CH3:5])([CH3:3])[CH3:1])=[O:17])[CH2:19][C@@H:20]3[CH2:21]2)=[N:9][CH:10]=1)[CH3:16], predict the reactants needed to synthesize it. The reactants are: [CH3:1][C:2]([CH3:5])([O-:4])[CH3:3].[K+].Br[C:8]1[CH:13]=[N:12][C:11]([C:14]([CH3:16])=[CH2:15])=[CH:10][N:9]=1.[OH2:17].[O:18]1[CH2:22][CH2:21][CH2:20][CH2:19]1. (2) The reactants are: Cl.Cl.[NH2:3][C:4]1[N:9]=[CH:8][C:7]([CH2:10][CH:11]([C:15]2[N:16]=[CH:17][N:18]([CH:20]3[CH2:25][CH2:24][CH2:23][CH2:22][CH2:21]3)[CH:19]=2)[C:12]([OH:14])=[O:13])=[CH:6][CH:5]=1.[CH3:26]O. Given the product [NH2:3][C:4]1[N:9]=[CH:8][C:7]([CH2:10][CH:11]([C:15]2[N:16]=[CH:17][N:18]([CH:20]3[CH2:25][CH2:24][CH2:23][CH2:22][CH2:21]3)[CH:19]=2)[C:12]([O:14][CH3:26])=[O:13])=[CH:6][CH:5]=1, predict the reactants needed to synthesize it. (3) Given the product [CH2:1]([O:8][C:9]1[C:18](=[O:19])[N:17]2[C:12]([C:13]([CH3:21])([CH3:20])[O:14][CH2:15][CH2:16]2)=[N:11][C:10]=1[C:22]([OH:24])=[O:23])[C:2]1[CH:3]=[CH:4][CH:5]=[CH:6][CH:7]=1, predict the reactants needed to synthesize it. The reactants are: [CH2:1]([O:8][C:9]1[C:18](=[O:19])[N:17]2[C:12]([C:13]([CH3:21])([CH3:20])[O:14][CH2:15][CH2:16]2)=[N:11][C:10]=1[C:22]([O:24]CC)=[O:23])[C:2]1[CH:7]=[CH:6][CH:5]=[CH:4][CH:3]=1.O[Li].O. (4) Given the product [C:1]([O:5][C:6](=[O:7])[N:8]([CH2:24][C:25]1[CH:30]=[CH:29][C:28]([C:40]2[CH:39]=[CH:38][C:37]([N:42]3[CH2:46][CH:45]([CH2:47][N:48]4[CH:52]=[C:51]([Si:53]([CH3:54])([CH3:56])[CH3:55])[N:50]=[N:49]4)[O:44][C:43]3=[O:57])=[CH:36][C:35]=2[F:34])=[CH:27][CH:26]=1)[CH2:9][C:10]1[N:11]=[N:12][N:13]([CH2:15][C:16]2[CH:21]=[CH:20][C:19]([O:22][CH3:23])=[CH:18][CH:17]=2)[CH:14]=1)([CH3:4])([CH3:3])[CH3:2], predict the reactants needed to synthesize it. The reactants are: [C:1]([O:5][C:6]([N:8]([CH2:24][C:25]1[CH:30]=[CH:29][C:28](B(O)O)=[CH:27][CH:26]=1)[CH2:9][C:10]1[N:11]=[N:12][N:13]([CH2:15][C:16]2[CH:21]=[CH:20][C:19]([O:22][CH3:23])=[CH:18][CH:17]=2)[CH:14]=1)=[O:7])([CH3:4])([CH3:3])[CH3:2].[F:34][C:35]1[CH:36]=[C:37]([N:42]2[CH2:46][C@H:45]([CH2:47][N:48]3[CH:52]=[C:51]([Si:53]([CH3:56])([CH3:55])[CH3:54])[N:50]=[N:49]3)[O:44][C:43]2=[O:57])[CH:38]=[CH:39][C:40]=1I.C([O-])([O-])=O.[K+].[K+].CCO. (5) Given the product [Br:1][C:2]1[CH:3]=[CH:4][C:5]([O:6][CH2:7][C:8]2([CH3:12])[CH2:9][O:10][C:16]([CH3:18])([CH3:15])[O:11]2)=[CH:13][CH:14]=1, predict the reactants needed to synthesize it. The reactants are: [Br:1][C:2]1[CH:14]=[CH:13][C:5]([O:6][CH2:7][C:8]([CH3:12])([OH:11])[CH2:9][OH:10])=[CH:4][CH:3]=1.[CH3:15][C:16]([CH3:18])=O. (6) Given the product [Cl:11][C:4]1[N:3]=[C:2]([N:24]2[CH2:25][CH2:26][C:27]3[C:32](=[CH:31][CH:30]=[CH:29][CH:28]=3)[CH2:23]2)[C:7]([N+:8]([O-:10])=[O:9])=[CH:6][CH:5]=1, predict the reactants needed to synthesize it. The reactants are: Cl[C:2]1[C:7]([N+:8]([O-:10])=[O:9])=[CH:6][CH:5]=[C:4]([Cl:11])[N:3]=1.C(=O)([O-])[O-].[Na+].[Na+].CN(C)C=O.[CH2:23]1[C:32]2[C:27](=[CH:28][CH:29]=[CH:30][CH:31]=2)[CH2:26][CH2:25][NH:24]1. (7) Given the product [Cl:18][C:6]1[CH:5]=[N:4][CH:3]=[C:2]([Cl:1])[C:7]=1[CH2:8][S:9][C:10]1[N:15]=[C:14]([NH:16][C:24](=[O:26])[CH3:25])[CH:13]=[C:12]([CH3:17])[N:11]=1, predict the reactants needed to synthesize it. The reactants are: [Cl:1][C:2]1[CH:3]=[N:4][CH:5]=[C:6]([Cl:18])[C:7]=1[CH2:8][S:9][C:10]1[N:15]=[C:14]([NH2:16])[CH:13]=[C:12]([CH3:17])[N:11]=1.C([O-])(O)=O.[Na+].[C:24](OC(=O)C)(=[O:26])[CH3:25]. (8) Given the product [CH2:19]([O:26][C:27](=[O:37])[C@H:28]([CH2:30][C:31]1[CH:36]=[CH:35][CH:34]=[CH:33][CH:32]=1)[NH:29][C:15](=[O:17])[C@H:13]([CH3:14])[NH:12][C:10](=[O:11])[CH2:9][C:4]1[CH:5]=[C:6]([F:8])[CH:7]=[C:2]([F:1])[CH:3]=1)[C:20]1[CH:21]=[CH:22][CH:23]=[CH:24][CH:25]=1, predict the reactants needed to synthesize it. The reactants are: [F:1][C:2]1[CH:3]=[C:4]([CH2:9][C:10]([NH:12][C@H:13]([C:15]([OH:17])=O)[CH3:14])=[O:11])[CH:5]=[C:6]([F:8])[CH:7]=1.Cl.[CH2:19]([O:26][C:27](=[O:37])[C@H:28]([CH2:30][C:31]1[CH:36]=[CH:35][CH:34]=[CH:33][CH:32]=1)[NH2:29])[C:20]1[CH:25]=[CH:24][CH:23]=[CH:22][CH:21]=1. (9) Given the product [CH3:65][O:64][C:59]1[CH:60]=[C:61]2[C:56](=[CH:57][CH:58]=1)[CH2:55][CH:54]([CH2:53][C:48]1[CH:49]=[CH:50][CH:51]=[CH:52][C:47]=1[NH:15][CH2:14][C:13]1[CH:12]=[CH:11][C:10]([O:9][CH2:8][CH2:7][N:1]3[CH2:6][CH2:5][CH2:4][CH2:3][CH2:2]3)=[CH:17][CH:16]=1)[CH2:63][CH2:62]2, predict the reactants needed to synthesize it. The reactants are: [N:1]1([CH2:7][CH2:8][O:9][C:10]2[CH:17]=[CH:16][C:13]([C:14]#[N:15])=[CH:12][CH:11]=2)[CH2:6][CH2:5][CH2:4][CH2:3][CH2:2]1.[H-].[Al+3].[Li+].[H-].[H-].[H-].N1(CCOC2C=CC(CN)=CC=2)CCCCC1.FC(F)(F)S(O[C:47]1[CH:52]=[CH:51][CH:50]=[CH:49][C:48]=1[CH2:53][CH:54]1[CH2:63][CH2:62][C:61]2[C:56](=[CH:57][CH:58]=[C:59]([O:64][CH3:65])[CH:60]=2)[CH2:55]1)(=O)=O.